Dataset: hERG potassium channel inhibition data for cardiac toxicity prediction from Karim et al.. Task: Regression/Classification. Given a drug SMILES string, predict its toxicity properties. Task type varies by dataset: regression for continuous values (e.g., LD50, hERG inhibition percentage) or binary classification for toxic/non-toxic outcomes (e.g., AMES mutagenicity, cardiotoxicity, hepatotoxicity). Dataset: herg_karim. The molecule is COc1ccc2ncc(F)c(CC(=O)C34CCC(NCc5ccc6c(n5)NC(=O)CO6)(CC3)CO4)c2n1. The result is 1 (blocker).